Dataset: Full USPTO retrosynthesis dataset with 1.9M reactions from patents (1976-2016). Task: Predict the reactants needed to synthesize the given product. (1) Given the product [CH2:54]([O:53][C:51]([NH:18][C@@H:15]([CH2:14][NH:13][C:11]([P:5]([O:7][CH:8]([CH3:10])[CH3:9])([O:4][CH:1]([CH3:3])[CH3:2])=[O:6])=[O:12])[CH2:16][OH:17])=[O:52])[C:55]1[CH:60]=[CH:59][CH:58]=[CH:57][CH:56]=1, predict the reactants needed to synthesize it. The reactants are: [CH:1]([O:4][P:5]([C:11]([NH:13][CH2:14][C@H:15]([NH:18]C(C1C=CC=CC=1)(C1C=CC=CC=1)C1C=CC=CC=1)[CH2:16][OH:17])=[O:12])([O:7][CH:8]([CH3:10])[CH3:9])=[O:6])([CH3:3])[CH3:2].FC(F)(F)C(O)=O.C([O-])(O)=O.[Na+].Cl[C:51]([O:53][CH2:54][C:55]1[CH:60]=[CH:59][CH:58]=[CH:57][CH:56]=1)=[O:52]. (2) Given the product [Cl:1][C:2]1[CH:3]=[C:4]([C:8]2[N:9]=[C:10]([N:16]3[C:20]4[CH:21]=[C:22]([CH2:27][N:33]5[CH2:34][CH2:35][N:30]([CH3:29])[CH2:31][CH2:32]5)[C:23]([O:25][CH3:26])=[CH:24][C:19]=4[N:18]=[CH:17]3)[S:11][C:12]=2[C:13]([NH2:15])=[O:14])[CH:5]=[CH:6][CH:7]=1, predict the reactants needed to synthesize it. The reactants are: [Cl:1][C:2]1[CH:3]=[C:4]([C:8]2[N:9]=[C:10]([N:16]3[C:20]4[CH:21]=[C:22]([CH:27]=O)[C:23]([O:25][CH3:26])=[CH:24][C:19]=4[N:18]=[CH:17]3)[S:11][C:12]=2[C:13]([NH2:15])=[O:14])[CH:5]=[CH:6][CH:7]=1.[CH3:29][N:30]1[CH2:35][CH2:34][NH:33][CH2:32][CH2:31]1.C(O[BH-](OC(=O)C)OC(=O)C)(=O)C.[Na+]. (3) Given the product [C:8]([C:12]1[CH:13]=[C:14]([NH:30][S:31]([CH3:34])(=[O:33])=[O:32])[C:15]([O:28][CH3:29])=[C:16]([NH:18][C:19](=[O:20])[NH:35][C:36]2[C:45]3[C:40](=[CH:41][CH:42]=[CH:43][CH:44]=3)[C:39]([O:46][C:47]3[CH:52]=[CH:51][N:50]=[C:49]([NH:53][C:54]4[CH:59]=[CH:58][C:57]([S:60]([N:63]([CH3:73])[CH2:64][CH2:65][CH2:66][N:67]5[CH2:72][CH2:71][O:70][CH2:69][CH2:68]5)(=[O:62])=[O:61])=[C:56]([O:74][CH3:75])[CH:55]=4)[CH:48]=3)=[CH:38][CH:37]=2)[CH:17]=1)([CH3:11])([CH3:9])[CH3:10], predict the reactants needed to synthesize it. The reactants are: C(N(CC)CC)C.[C:8]([C:12]1[CH:13]=[C:14]([NH:30][S:31]([CH3:34])(=[O:33])=[O:32])[C:15]([O:28][CH3:29])=[C:16]([NH:18][C:19](=O)[O:20]C2C=CC=CC=2)[CH:17]=1)([CH3:11])([CH3:10])[CH3:9].[NH2:35][C:36]1[C:45]2[C:40](=[CH:41][CH:42]=[CH:43][CH:44]=2)[C:39]([O:46][C:47]2[CH:52]=[CH:51][N:50]=[C:49]([NH:53][C:54]3[CH:59]=[CH:58][C:57]([S:60]([N:63]([CH3:73])[CH2:64][CH2:65][CH2:66][N:67]4[CH2:72][CH2:71][O:70][CH2:69][CH2:68]4)(=[O:62])=[O:61])=[C:56]([O:74][CH3:75])[CH:55]=3)[CH:48]=2)=[CH:38][CH:37]=1. (4) Given the product [CH2:27]([O:26][C:24]([C:7]1[N:8]([CH2:10][O:11][CH2:12][CH2:13][Si:14]([CH3:17])([CH3:16])[CH3:15])[CH:9]=[C:5]([C:3]([O:2][CH3:1])=[O:4])[N:6]=1)=[CH2:25])[CH3:28], predict the reactants needed to synthesize it. The reactants are: [CH3:1][O:2][C:3]([C:5]1[N:6]=[C:7](Br)[N:8]([CH2:10][O:11][CH2:12][CH2:13][Si:14]([CH3:17])([CH3:16])[CH3:15])[CH:9]=1)=[O:4].C([Sn](CCCC)(CCCC)[C:24]([O:26][CH2:27][CH3:28])=[CH2:25])CCC. (5) Given the product [ClH:30].[NH2:1][C:2]1[N:3]=[C:4]([C:15]2[C:20]([O:21][CH2:22][C:23]3[CH:24]=[CH:25][CH:26]=[CH:27][CH:28]=3)=[CH:19][CH:18]=[CH:17][C:16]=2[OH:29])[CH:5]=[C:6]2[C:13]=1[CH2:12][N:11]1[CH2:14][CH:7]2[CH2:8][CH2:9][CH2:10]1, predict the reactants needed to synthesize it. The reactants are: [NH2:1][C:2]1[N:3]=[C:4]([C:15]2[C:20]([O:21][CH2:22][C:23]3[CH:28]=[CH:27][CH:26]=[CH:25][CH:24]=3)=[CH:19][CH:18]=[CH:17][C:16]=2[OH:29])[CH:5]=[C:6]2[C:13]=1[CH2:12][N:11]1[CH2:14][CH:7]2[CH2:8][CH2:9][CH2:10]1.[ClH:30].